Dataset: Forward reaction prediction with 1.9M reactions from USPTO patents (1976-2016). Task: Predict the product of the given reaction. (1) Given the reactants FC(F)(F)C(O)=O.[NH:8]1[CH2:12][CH2:11][CH:10]([S:13]([C:16]2[CH:21]=[CH:20][C:19]([OH:22])=[CH:18][CH:17]=2)(=[O:15])=[O:14])[CH2:9]1.[CH2:23]([O:30][CH2:31][CH:32]=O)[C:24]1[CH:29]=[CH:28][CH:27]=[CH:26][CH:25]=1, predict the reaction product. The product is: [CH2:23]([O:30][CH2:31][CH2:32][N:8]1[CH2:12][CH2:11][CH:10]([S:13]([C:16]2[CH:21]=[CH:20][C:19]([OH:22])=[CH:18][CH:17]=2)(=[O:15])=[O:14])[CH2:9]1)[C:24]1[CH:29]=[CH:28][CH:27]=[CH:26][CH:25]=1. (2) Given the reactants C(OC[N:9]1[C:13]2[N:14]=[N:15][CH:16]=[C:17]([C:18]3[CH:19]=[N:20][N:21]([C:23]4([CH2:27][C:28]#[N:29])[CH2:26][CH2:25][CH2:24]4)[CH:22]=3)[C:12]=2[CH:11]=[CH:10]1)(=O)C(C)(C)C.[OH-].[Na+], predict the reaction product. The product is: [N:14]1[C:13]2[NH:9][CH:10]=[CH:11][C:12]=2[C:17]([C:18]2[CH:19]=[N:20][N:21]([C:23]3([CH2:27][C:28]#[N:29])[CH2:26][CH2:25][CH2:24]3)[CH:22]=2)=[CH:16][N:15]=1. (3) The product is: [O:8]=[C:6]1[N:5]([CH:9]([CH2:22][CH3:23])[C:10](=[O:21])[NH:11][C:12]2[CH:17]=[CH:16][N:15]3[N:18]=[CH:19][CH:20]=[C:14]3[CH:13]=2)[CH:4]=[C:3]([C:24]([O:26][CH2:27][C:28]2[CH:33]=[CH:32][CH:31]=[CH:30][CH:29]=2)=[O:25])[C:2]([O:1][S:43]([C:42]([F:65])([F:64])[F:41])(=[O:45])=[O:44])=[CH:7]1. Given the reactants [OH:1][C:2]1[C:3]([C:24]([O:26][CH2:27][C:28]2[CH:33]=[CH:32][CH:31]=[CH:30][CH:29]=2)=[O:25])=[CH:4][N:5]([CH:9]([CH2:22][CH3:23])[C:10](=[O:21])[NH:11][C:12]2[CH:17]=[CH:16][N:15]3[N:18]=[CH:19][CH:20]=[C:14]3[CH:13]=2)[C:6](=[O:8])[CH:7]=1.C(N(CC)CC)C.[F:41][C:42]([F:65])([F:64])[S:43](C([S:43]([C:42]([F:65])([F:64])[F:41])(=[O:45])=[O:44])C1C=CC(C(C)(C)C)=CC=1)(=[O:45])=[O:44].CN(C)C=O, predict the reaction product. (4) Given the reactants [C:1]1([NH:7][NH2:8])[CH:6]=[CH:5][CH:4]=[CH:3][CH:2]=1.Cl.[C:10]([OH:14])(=[O:13])[CH:11]=O, predict the reaction product. The product is: [C:1]1([NH:7][N:8]=[CH:11][C:10]([OH:14])=[O:13])[CH:6]=[CH:5][CH:4]=[CH:3][CH:2]=1. (5) Given the reactants FC(F)(F)C(O)=O.[Cl:8][C:9]1[CH:14]=[C:13]2[NH:15][C:16](=[O:38])[C@:17]3([C@@H:21]([C:22]4[CH:27]=[CH:26][CH:25]=[C:24]([Cl:28])[C:23]=4[F:29])[C@H:20]([C:30](O)=[O:31])[NH:19][C@H:18]3[CH2:33][C:34]([CH3:37])([CH3:36])[CH3:35])[C:12]2=[CH:11][CH:10]=1.C(N(C(C)C)CC)(C)C.C1(P(Cl)(C2C=CC=CC=2)=O)C=CC=CC=1.[NH2:63][C:64]1[CH:71]=[CH:70][C:67]([C:68]#[N:69])=[CH:66][CH:65]=1, predict the reaction product. The product is: [C:68]([C:67]1[CH:70]=[CH:71][C:64]([NH:63][C:30]([C@@H:20]2[NH:19][C@@H:18]([CH2:33][C:34]([CH3:37])([CH3:35])[CH3:36])[C@:17]3([C:12]4[C:13](=[CH:14][C:9]([Cl:8])=[CH:10][CH:11]=4)[NH:15][C:16]3=[O:38])[C@H:21]2[C:22]2[CH:27]=[CH:26][CH:25]=[C:24]([Cl:28])[C:23]=2[F:29])=[O:31])=[CH:65][CH:66]=1)#[N:69]. (6) The product is: [NH2:1][C:2]1[CH:7]=[CH:6][C:5]([CH2:8][CH2:9][OH:10])=[CH:4][C:3]=1[Br:18]. Given the reactants [NH2:1][C:2]1[CH:7]=[CH:6][C:5]([CH2:8][CH2:9][OH:10])=[CH:4][CH:3]=1.C1C(=O)N([Br:18])C(=O)C1, predict the reaction product. (7) Given the reactants [F:1][C:2]1[C:23]([F:24])=[CH:22][CH:21]=[CH:20][C:3]=1[O:4][C:5]1[CH:10]=[CH:9][N:8]([CH:11]([CH2:15][CH:16]([CH3:18])[CH3:17])[C:12](O)=[O:13])[C:7](=[O:19])[CH:6]=1.C(N(CC)C(C)C)(C)C.[CH3:34][N:35]1[CH:39]=[CH:38][C:37]([NH2:40])=[N:36]1, predict the reaction product. The product is: [CH3:34][N:35]1[CH:39]=[CH:38][C:37]([NH:40][C:12](=[O:13])[CH:11]([N:8]2[CH:9]=[CH:10][C:5]([O:4][C:3]3[CH:20]=[CH:21][CH:22]=[C:23]([F:24])[C:2]=3[F:1])=[CH:6][C:7]2=[O:19])[CH2:15][CH:16]([CH3:18])[CH3:17])=[N:36]1. (8) Given the reactants FC(F)(F)C(O)=O.N[C@H]1C[C@@H](N2C=NC3C2=NC(Cl)=NC=3NCC(C2C=CC=CC=2)C2C=CC=CC=2)[C@H](O)[C@@H]1O.ClC1N=C2C(N=CN2C2CC(N(C(OC(C)(C)C)=O)C(OC(C)(C)C)=O)C(O)C2O)=C(NCC(C2C=CC=CC=2)C2C=CC=CC=2)N=1.[Cl:88][C:89]1[N:97]=[C:96]2[C:92]([N:93]=[CH:94][N:95]2[C@@H:98]2[CH2:102][C@H:101]([N:103](C(OC(C)(C)C)=O)C(OC(C)(C)C)=O)[C@@H:100]([OH:118])[C@H:99]2[OH:119])=[C:91]([NH:120][C@H:121]([CH2:129][OH:130])[CH2:122][C:123]2[CH:128]=[CH:127][CH:126]=[CH:125][CH:124]=2)[N:90]=1, predict the reaction product. The product is: [NH2:103][C@H:101]1[CH2:102][C@@H:98]([N:95]2[CH:94]=[N:93][C:92]3[C:96]2=[N:97][C:89]([Cl:88])=[N:90][C:91]=3[NH:120][C@H:121]([CH2:129][OH:130])[CH2:122][C:123]2[CH:128]=[CH:127][CH:126]=[CH:125][CH:124]=2)[C@H:99]([OH:119])[C@@H:100]1[OH:118]. (9) Given the reactants [CH3:1][O:2][C:3]([CH:5]1[CH2:9][CH:8]([N:10]=[N+]=[N-])[CH2:7][N:6]1[C:13]([O:15][C:16]([CH3:19])([CH3:18])[CH3:17])=[O:14])=[O:4].C1COCC1.C1C=CC(P(C2C=CC=CC=2)C2C=CC=CC=2)=CC=1, predict the reaction product. The product is: [CH3:1][O:2][C:3]([CH:5]1[CH2:9][CH:8]([NH2:10])[CH2:7][N:6]1[C:13]([O:15][C:16]([CH3:19])([CH3:18])[CH3:17])=[O:14])=[O:4]. (10) Given the reactants [NH:1]1[C:5]2[CH:6]=[CH:7][CH:8]=[CH:9][C:4]=2[N:3]=[C:2]1[C:10]([CH:12]1[CH2:15][CH:14]([N:16]2[C:20]3=[N:21][CH:22]=[CH:23][CH:24]=[C:19]3[N:18]=[C:17]2[O:25][CH3:26])[CH2:13]1)=[O:11].[BH4-].[Na+], predict the reaction product. The product is: [NH:1]1[C:5]2[CH:6]=[CH:7][CH:8]=[CH:9][C:4]=2[N:3]=[C:2]1[CH:10]([CH:12]1[CH2:15][CH:14]([N:16]2[C:20]3=[N:21][CH:22]=[CH:23][CH:24]=[C:19]3[N:18]=[C:17]2[O:25][CH3:26])[CH2:13]1)[OH:11].